Dataset: Reaction yield outcomes from USPTO patents with 853,638 reactions. Task: Predict the reaction yield, written as a fraction of the theoretical maximum amount of product (1.0 means a 100% yield; for example, 0.34 means a 34% yield). (1) The reactants are [F:1][C:2]([F:15])([F:14])[C:3]1[CH:4]=[CH:5][CH:6]=[C:7]2[C:12]=1[NH:11][C:10](=[O:13])[CH:9]=[CH:8]2. The catalyst is O=P(Cl)(Cl)Cl. The product is [C:3]1([CH:8]=[CH:9][C:10]([NH:11][C:12]2[CH:7]=[CH:6][CH:5]=[CH:4][C:3]=2[C:2]([F:1])([F:14])[F:15])=[O:13])[CH:4]=[CH:5][CH:6]=[CH:7][CH:12]=1. The yield is 0.330. (2) The reactants are [Cl:1][C:2]1[CH:3]=[C:4]([CH2:13][C:14]([OH:16])=[O:15])[CH:5]=[C:6]([O:8][C:9]([F:12])([F:11])[F:10])[CH:7]=1.C([O-])(O)=O.[Na+].[CH3:22][CH2:23]O. The catalyst is S(=O)(=O)(O)O. The product is [Cl:1][C:2]1[CH:3]=[C:4]([CH2:13][C:14]([O:16][CH2:22][CH3:23])=[O:15])[CH:5]=[C:6]([O:8][C:9]([F:12])([F:11])[F:10])[CH:7]=1. The yield is 0.960. (3) The reactants are [Br:1][C:2]1[CH:7]=[CH:6][C:5]([Br:8])=[CH:4][C:3]=1[OH:9].[Br:10][CH2:11][CH2:12]Br. The catalyst is [OH-].[Na+]. The product is [Br:1][C:2]1[CH:7]=[CH:6][C:5]([Br:8])=[CH:4][C:3]=1[O:9][CH2:12][CH2:11][Br:10]. The yield is 0.510. (4) The reactants are [C:1]([N:9]1[CH2:14][CH2:13][N:12]([S:15]([C:18]2[S:22][C:21]([C:23]([OH:25])=O)=[CH:20][CH:19]=2)(=[O:17])=[O:16])[CH:11]([CH3:26])[CH2:10]1)(=[O:8])[C:2]1[CH:7]=[CH:6][CH:5]=[CH:4][CH:3]=1.Cl.[CH3:28][O:29][NH:30][CH3:31].CN([P+](ON1N=NC2C1=CC=CC=2)(N(C)C)N(C)C)C.F[P-](F)(F)(F)(F)F.CCN(C(C)C)C(C)C. The catalyst is C(Cl)Cl. The product is [CH3:28][O:29][N:30]([CH3:31])[C:23]([C:21]1[S:22][C:18]([S:15]([N:12]2[CH2:13][CH2:14][N:9]([C:1](=[O:8])[C:2]3[CH:3]=[CH:4][CH:5]=[CH:6][CH:7]=3)[CH2:10][CH:11]2[CH3:26])(=[O:17])=[O:16])=[CH:19][CH:20]=1)=[O:25]. The yield is 0.360. (5) The reactants are [CH3:1][O:2][CH2:3][C@H:4]([CH3:31])[O:5][C:6]1[CH:7]=[C:8]([C:23]2[NH:27][C:26]([C:28]([OH:30])=O)=[CH:25][CH:24]=2)[CH:9]=[C:10]([O:12][C:13]2[CH:14]=[N:15][C:16]([S:19]([CH3:22])(=[O:21])=[O:20])=[CH:17][CH:18]=2)[CH:11]=1.[NH2:32][C@H:33]([CH2:37][OH:38])[C@@H:34]([CH3:36])[OH:35].[Cl-].COC1N=C(OC)N=C([N+]2(C)CCOCC2)N=1. The catalyst is CO. The product is [OH:35][C@H:34]([CH3:36])[C@H:33]([NH:32][C:28]([C:26]1[NH:27][C:23]([C:8]2[CH:9]=[C:10]([O:12][C:13]3[CH:14]=[N:15][C:16]([S:19]([CH3:22])(=[O:20])=[O:21])=[CH:17][CH:18]=3)[CH:11]=[C:6]([O:5][C@@H:4]([CH3:31])[CH2:3][O:2][CH3:1])[CH:7]=2)=[CH:24][CH:25]=1)=[O:30])[CH2:37][OH:38]. The yield is 0.620. (6) The reactants are [CH:1]1[C:14]2[CH:13]=[C:12](B(O)O)[C:11]3[C:6](=[CH:7][CH:8]=[CH:9][CH:10]=3)[C:5]=2[CH:4]=[CH:3][CH:2]=1.Br[C:19]1[CH:20]=[C:21]([C:26]2[N:31]=[C:30]([C:32]3[CH:37]=[CH:36][CH:35]=[CH:34][CH:33]=3)[N:29]=[C:28]([C:38]3[CH:43]=[CH:42][CH:41]=[CH:40][CH:39]=3)[N:27]=2)[CH:22]=[C:23](Br)[CH:24]=1.C([O-])([O-])=O.[K+].[K+].[N:50]1[CH:55]=[CH:54][CH:53]=[C:52](B(O)O)[CH:51]=1. The catalyst is C1C=CC([P]([Pd]([P](C2C=CC=CC=2)(C2C=CC=CC=2)C2C=CC=CC=2)([P](C2C=CC=CC=2)(C2C=CC=CC=2)C2C=CC=CC=2)[P](C2C=CC=CC=2)(C2C=CC=CC=2)C2C=CC=CC=2)(C2C=CC=CC=2)C2C=CC=CC=2)=CC=1.C(O)C.C1(C)C=CC=CC=1. The product is [C:32]1([C:30]2[N:29]=[C:28]([C:38]3[CH:43]=[CH:42][CH:41]=[CH:40][CH:39]=3)[N:27]=[C:26]([C:21]3[CH:22]=[C:23]([C:13]4[C:14]5[C:5]([C:6]6[CH:7]=[CH:8][CH:9]=[CH:10][C:11]=6[CH:12]=4)=[CH:4][CH:3]=[CH:2][CH:1]=5)[CH:24]=[C:19]([C:52]4[CH:51]=[N:50][CH:55]=[CH:54][CH:53]=4)[CH:20]=3)[N:31]=2)[CH:37]=[CH:36][CH:35]=[CH:34][CH:33]=1. The yield is 0.480.